This data is from Reaction yield outcomes from USPTO patents with 853,638 reactions. The task is: Predict the reaction yield, written as a fraction of the theoretical maximum amount of product (1.0 means a 100% yield; for example, 0.34 means a 34% yield). (1) The reactants are C(OC(=O)[NH:5][CH:6]([C:78]1[CH:83]=[CH:82][C:81]([O:84][CH3:85])=[CH:80][CH:79]=1)[C:7]1[CH:12]=[CH:11][C:10]([O:13][CH2:14][CH:15]2[CH2:20][CH:19]([O:21][CH2:22][CH2:23][CH2:24][CH2:25][CH2:26][CH2:27][CH2:28][CH2:29][CH2:30][CH2:31][CH2:32][CH2:33][CH2:34][CH2:35][CH2:36][CH2:37][CH2:38][CH3:39])[CH:18]([O:40][CH2:41][CH2:42][CH2:43][CH2:44][CH2:45][CH2:46][CH2:47][CH2:48][CH2:49][CH2:50][CH2:51][CH2:52][CH2:53][CH2:54][CH2:55][CH2:56][CH2:57][CH3:58])[CH:17]([O:59][CH2:60][CH2:61][CH2:62][CH2:63][CH2:64][CH2:65][CH2:66][CH2:67][CH2:68][CH2:69][CH2:70][CH2:71][CH2:72][CH2:73][CH2:74][CH2:75][CH2:76][CH3:77])[CH2:16]2)=[CH:9][CH:8]=1)C.C(O)C.[OH-].[Na+]. The catalyst is C1(C)C=CC=CC=1. The product is [CH3:85][O:84][C:81]1[CH:82]=[CH:83][C:78]([CH:6]([NH2:5])[C:7]2[CH:8]=[CH:9][C:10]([O:13][CH2:14][CH:15]3[CH2:16][CH:17]([O:59][CH2:60][CH2:61][CH2:62][CH2:63][CH2:64][CH2:65][CH2:66][CH2:67][CH2:68][CH2:69][CH2:70][CH2:71][CH2:72][CH2:73][CH2:74][CH2:75][CH2:76][CH3:77])[CH:18]([O:40][CH2:41][CH2:42][CH2:43][CH2:44][CH2:45][CH2:46][CH2:47][CH2:48][CH2:49][CH2:50][CH2:51][CH2:52][CH2:53][CH2:54][CH2:55][CH2:56][CH2:57][CH3:58])[CH:19]([O:21][CH2:22][CH2:23][CH2:24][CH2:25][CH2:26][CH2:27][CH2:28][CH2:29][CH2:30][CH2:31][CH2:32][CH2:33][CH2:34][CH2:35][CH2:36][CH2:37][CH2:38][CH3:39])[CH2:20]3)=[CH:11][CH:12]=2)=[CH:79][CH:80]=1. The yield is 1.00. (2) The reactants are [C:1]1([CH2:7][O:8][C:9]2[CH:10]=[C:11]3[C:15](=[CH:16][CH:17]=2)[NH:14][CH:13]=[CH:12]3)[CH:6]=[CH:5][CH:4]=[CH:3][CH:2]=1.[C:18]1([S:24](Cl)(=[O:26])=[O:25])[CH:23]=[CH:22][CH:21]=[CH:20][CH:19]=1.[OH-].[Na+]. The catalyst is C1(C)C=CC=CC=1.[Br-].C([N+](CCCC)(CCCC)CCCC)CCC.O. The product is [C:1]1([CH2:7][O:8][C:9]2[CH:10]=[C:11]3[C:15](=[CH:16][CH:17]=2)[N:14]([S:24]([C:18]2[CH:23]=[CH:22][CH:21]=[CH:20][CH:19]=2)(=[O:26])=[O:25])[CH:13]=[CH:12]3)[CH:2]=[CH:3][CH:4]=[CH:5][CH:6]=1. The yield is 0.870. (3) The product is [CH:16]1[C:17]2[C:22](=[CH:21][CH:20]=[CH:19][CH:18]=2)[CH:23]=[CH:24][C:15]=1[CH2:14][CH:11]1[CH2:12][CH2:13][NH:8][CH2:9][CH2:10]1. The yield is 1.00. No catalyst specified. The reactants are C(OC([N:8]1[CH2:13][CH2:12][CH:11]([CH2:14][C:15]2[CH:24]=[CH:23][C:22]3[C:17](=[CH:18][CH:19]=[CH:20][CH:21]=3)[CH:16]=2)[CH2:10][CH2:9]1)=O)(C)(C)C.C(O)(C(F)(F)F)=O. (4) The reactants are [CH3:1][O:2][C:3]1[CH:11]=[CH:10][C:6]([C:7]([OH:9])=O)=[CH:5][CH:4]=1.C(C1NC=CN=1)(C1NC=CN=1)=O.[NH:24]1[C:28]2[CH:29]=[CH:30][CH:31]=[CH:32][C:27]=2[N:26]=[C:25]1[C:33]1[CH:43]=[CH:42][C:36](/[C:37](=[N:40]/[H])/[NH:38]O)=[CH:35][CH:34]=1. The catalyst is CN(C=O)C. The product is [NH:24]1[C:28]2[CH:29]=[CH:30][CH:31]=[CH:32][C:27]=2[N:26]=[C:25]1[C:33]1[CH:43]=[CH:42][C:36]([C:37]2[N:38]=[C:7]([C:6]3[CH:5]=[CH:4][C:3]([O:2][CH3:1])=[CH:11][CH:10]=3)[O:9][N:40]=2)=[CH:35][CH:34]=1. The yield is 0.486. (5) The reactants are Br[C:2]1[CH:7]=[CH:6][C:5]([Br:8])=[CH:4][N:3]=1.[CH:9]([C:11]1[CH:16]=[CH:15][C:14](B(O)O)=[CH:13][CH:12]=1)=[O:10]. No catalyst specified. The product is [Br:8][C:5]1[CH:6]=[CH:7][C:2]([C:14]2[CH:15]=[CH:16][C:11]([CH:9]=[O:10])=[CH:12][CH:13]=2)=[N:3][CH:4]=1. The yield is 0.710. (6) The reactants are C[O:2][C:3]1[CH:4]=[C:5]([CH:9]=[CH:10][CH:11]=1)[CH2:6][CH2:7][NH2:8]. The catalyst is Br. The product is [OH:2][C:3]1[CH:4]=[C:5]([CH:9]=[CH:10][CH:11]=1)[CH2:6][CH2:7][NH2:8]. The yield is 0.950. (7) The reactants are [Br:1][C:2]1[CH:3]=[C:4]2[C:9](=[CH:10][CH:11]=1)[CH:8]=[C:7]([C:12]([OH:14])=O)[CH:6]=[CH:5]2.[NH3:15].CO. The catalyst is S(Cl)(Cl)=O. The product is [Br:1][C:2]1[CH:3]=[C:4]2[C:9](=[CH:10][CH:11]=1)[CH:8]=[C:7]([C:12]([NH2:15])=[O:14])[CH:6]=[CH:5]2. The yield is 0.900. (8) The product is [CH3:35][C:36]1[CH:41]=[C:40]([CH3:42])[N:39]2[N:43]=[CH:44][C:45]([C:4](=[O:3])[CH2:5][C:6]3[N:10]4[CH:11]=[C:12]([CH3:15])[CH:13]=[CH:14][C:9]4=[N:8][C:7]=3[C:16]3[CH:17]=[CH:18][C:19]([O:22][CH3:23])=[CH:20][CH:21]=3)=[C:38]2[N:37]=1. The reactants are C([O:3][C:4](=O)[CH2:5][C:6]1[N:10]2[CH:11]=[C:12]([CH3:15])[CH:13]=[CH:14][C:9]2=[N:8][C:7]=1[C:16]1[CH:21]=[CH:20][C:19]([O:22][CH3:23])=[CH:18][CH:17]=1)C.C[Si]([N-][Si](C)(C)C)(C)C.[K+].[CH3:35][C:36]1[CH:41]=[C:40]([CH3:42])[N:39]2[N:43]=[CH:44][C:45](C(Cl)=O)=[C:38]2[N:37]=1.O. The yield is 0.200. The catalyst is C1COCC1.CCOC(C)=O.CCOC(C)=O.CCCCCC. (9) The reactants are [C:1]([O:5][C:6]([N:8]1[CH2:25][CH2:24][CH2:23][C@@:10]2([O:14][C:13](=[O:15])[N:12]([C:16]3[CH:17]=[N:18][C:19]([NH2:22])=[CH:20][CH:21]=3)[CH2:11]2)[CH2:9]1)=[O:7])([CH3:4])([CH3:3])[CH3:2].[CH3:26][N:27]([CH3:45])[C:28]([C:30]1[N:39]([CH:40]2[CH2:44][CH2:43][CH2:42][CH2:41]2)[C:33]2[N:34]=[C:35](Cl)[N:36]=[CH:37][C:32]=2[CH:31]=1)=[O:29]. No catalyst specified. The product is [C:1]([O:5][C:6]([N:8]1[CH2:25][CH2:24][CH2:23][C@@:10]2([O:14][C:13](=[O:15])[N:12]([C:16]3[CH:17]=[N:18][C:19]([NH:22][C:35]4[N:36]=[CH:37][C:32]5[CH:31]=[C:30]([C:28](=[O:29])[N:27]([CH3:26])[CH3:45])[N:39]([CH:40]6[CH2:44][CH2:43][CH2:42][CH2:41]6)[C:33]=5[N:34]=4)=[CH:20][CH:21]=3)[CH2:11]2)[CH2:9]1)=[O:7])([CH3:4])([CH3:2])[CH3:3]. The yield is 0.640. (10) The reactants are [CH3:1][N:2]1[C:7](=[O:8])[CH2:6][CH2:5][CH:4]([C:9](=[O:36])[CH2:10][C@H:11]([C:19]2[CH:24]=[CH:23][C:22]([N:25]3[CH2:30][CH2:29][CH:28]([C:31]([O:33]CC)=[O:32])[CH2:27][CH2:26]3)=[CH:21][CH:20]=2)[C:12]2[CH:17]=[CH:16][CH:15]=[CH:14][C:13]=2[CH3:18])[CH2:3]1.[OH-].[Na+:38]. The catalyst is O1CCCC1.CO. The product is [CH3:1][N:2]1[C:7](=[O:8])[CH2:6][CH2:5][CH:4]([C:9](=[O:36])[CH2:10][C@H:11]([C:19]2[CH:20]=[CH:21][C:22]([N:25]3[CH2:26][CH2:27][CH:28]([C:31]([O-:33])=[O:32])[CH2:29][CH2:30]3)=[CH:23][CH:24]=2)[C:12]2[CH:17]=[CH:16][CH:15]=[CH:14][C:13]=2[CH3:18])[CH2:3]1.[Na+:38]. The yield is 0.900.